From a dataset of Reaction yield outcomes from USPTO patents with 853,638 reactions. Predict the reaction yield, written as a fraction of the theoretical maximum amount of product (1.0 means a 100% yield; for example, 0.34 means a 34% yield). (1) The reactants are [OH:1][C:2]([C:12]1[S:13][CH:14]=[CH:15][CH:16]=1)([C:7]1[S:8][CH:9]=[CH:10][CH:11]=1)[C:3]([O:5][CH3:6])=[O:4].O[C@H]1[CH2:23][CH2:22][C@H:21]([N:24]([CH3:32])[C:25](=[O:31])[O:26][C:27]([CH3:30])([CH3:29])[CH3:28])[CH2:20][CH2:19]1.[H-].[Na+]. The catalyst is C1(C)C=CC=CC=1. The product is [OH:1][C:2]([C:7]1[S:8][CH:9]=[CH:10][CH:11]=1)([C:12]1[S:13][CH:14]=[CH:15][CH:16]=1)[C:3]([O:5][C@H:6]1[CH2:23][CH2:22][C@H:21]([N:24]([C:25]([O:26][C:27]([CH3:29])([CH3:28])[CH3:30])=[O:31])[CH3:32])[CH2:20][CH2:19]1)=[O:4]. The yield is 0.690. (2) The reactants are [F:1][C:2]1[CH:3]=[C:4]([C:16]2[CH:21]=[CH:20][C:19]([C:22]3[CH:27]=[CH:26][N:25]=[CH:24][C:23]=3[NH:28][S:29]([CH:32]([CH3:34])[CH3:33])(=[O:31])=[O:30])=[CH:18][CH:17]=2)[CH:5]=[C:6]([F:15])[C:7]=1[O:8]C(=O)C(C)(C)C.[OH-].[Na+].Cl. The catalyst is C1COCC1.C(O)C. The product is [F:1][C:2]1[CH:3]=[C:4]([C:16]2[CH:21]=[CH:20][C:19]([C:22]3[CH:27]=[CH:26][N:25]=[CH:24][C:23]=3[NH:28][S:29]([CH:32]([CH3:34])[CH3:33])(=[O:30])=[O:31])=[CH:18][CH:17]=2)[CH:5]=[C:6]([F:15])[C:7]=1[OH:8]. The yield is 0.500. (3) The reactants are [CH2:1](O)[CH2:2][CH2:3][CH2:4][CH2:5][CH2:6][CH2:7][CH2:8][CH2:9][CH2:10][CH2:11][CH2:12][CH2:13][CH2:14][CH2:15][CH2:16][CH2:17][CH3:18].C1C=CC(P(C2C=CC=CC=2)C2C=CC=CC=2)=CC=1.C(Br)(Br)(Br)[Br:40]. The catalyst is C(Cl)Cl. The product is [CH2:1]([Br:40])[CH2:2][CH2:3][CH2:4][CH2:5][CH2:6][CH2:7][CH2:8][CH2:9][CH2:10][CH2:11][CH2:12][CH2:13][CH2:14][CH2:15][CH2:16][CH2:17][CH3:18]. The yield is 0.960. (4) The reactants are N[C:2]1[CH:7]=[CH:6]N=C[CH:3]=1.[CH2:8]([O:10][CH2:11][C@@H:12]1[O:14][CH2:13]1)[CH3:9].[C]=[O:16].[CH2:17]([OH:21])CCC. No catalyst specified. The product is [CH2:3]([O:16][C:17](=[O:21])[CH2:13][C@@H:12]([OH:14])[CH2:11][O:10][CH2:8][CH3:9])[CH2:2][CH2:7][CH3:6]. The yield is 0.900. (5) The reactants are [N:1]1[CH:6]=[CH:5][CH:4]=[CH:3][C:2]=1[C:7]#[C:8][C:9]1[C:17]2[C:12](=[CH:13][C:14]([N:18](COCC[Si](C)(C)C)[C:19]3[CH:27]=[CH:26][CH:25]=[CH:24][C:20]=3[C:21]([OH:23])=[O:22])=[CH:15][CH:16]=2)[NH:11][N:10]=1.[F-].C([N+](CCCC)(CCCC)CCCC)CCC.C1COCC1.C(N)CN.C(O)(=O)C. The catalyst is O. The product is [N:1]1[CH:6]=[CH:5][CH:4]=[CH:3][C:2]=1[C:7]#[C:8][C:9]1[C:17]2[C:12](=[CH:13][C:14]([NH:18][C:19]3[CH:27]=[CH:26][CH:25]=[CH:24][C:20]=3[C:21]([OH:23])=[O:22])=[CH:15][CH:16]=2)[NH:11][N:10]=1. The yield is 0.730.